Dataset: Full USPTO retrosynthesis dataset with 1.9M reactions from patents (1976-2016). Task: Predict the reactants needed to synthesize the given product. (1) Given the product [Br:1][C:2]1[CH:8]=[CH:7][C:5]([NH:6][CH2:9][CH2:11][NH:12][C:13](=[O:19])[O:14][C:15]([CH3:18])([CH3:17])[CH3:16])=[CH:4][CH:3]=1, predict the reactants needed to synthesize it. The reactants are: [Br:1][C:2]1[CH:8]=[CH:7][C:5]([NH2:6])=[CH:4][CH:3]=1.[CH:9]([CH2:11][NH:12][C:13](=[O:19])[O:14][C:15]([CH3:18])([CH3:17])[CH3:16])=O.[BH-](OC(C)=O)(OC(C)=O)OC(C)=O.[Na+].CCOC(C)=O. (2) The reactants are: [CH3:1][N:2]([CH3:21])[CH:3]([C:5]1[CH:14]=[C:13]2[C:8]([C:9]3[CH:19]=[CH:18][CH:17]=[CH:16][C:10]=3[C:11](=[O:15])[O:12]2)=[C:7]([OH:20])[CH:6]=1)[CH3:4].[C:22](Cl)(=[O:24])[NH2:23].[C:26]([O-])(O)=O.[Na+].[CH3:31][C:32](C)=O. Given the product [CH2:31]([N:23]([CH3:26])[C:22](=[O:24])[O:20][C:7]1[CH:6]=[C:5]([CH:3]([N:2]([CH3:1])[CH3:21])[CH3:4])[CH:14]=[C:13]2[C:8]=1[C:9]1[CH:19]=[CH:18][CH:17]=[CH:16][C:10]=1[C:11](=[O:15])[O:12]2)[CH3:32], predict the reactants needed to synthesize it. (3) Given the product [CH3:1][O:2][C:3]1[CH:11]=[CH:10][C:9]([NH:12][S:13]([CH3:16])(=[O:15])=[O:14])=[CH:8][C:4]=1[C:5]([N:43]1[CH2:44][CH2:45][C:41]([CH2:40][CH2:39][N:35]2[CH2:36][CH2:37][CH2:38][N:32]([C:24]3[N:23]([CH2:22][CH2:21][O:20][CH2:18][CH3:19])[C:27]4[CH:28]=[CH:29][CH:30]=[CH:31][C:26]=4[N:25]=3)[CH2:33][CH2:34]2)([C:46]2[CH:51]=[CH:50][CH:49]=[CH:48][CH:47]=2)[CH2:42]1)=[O:7], predict the reactants needed to synthesize it. The reactants are: [CH3:1][O:2][C:3]1[CH:11]=[CH:10][C:9]([NH:12][S:13]([CH3:16])(=[O:15])=[O:14])=[CH:8][C:4]=1[C:5]([OH:7])=O.Cl.[CH2:18]([O:20][CH2:21][CH2:22][N:23]1[C:27]2[CH:28]=[CH:29][CH:30]=[CH:31][C:26]=2[N:25]=[C:24]1[N:32]1[CH2:38][CH2:37][CH2:36][N:35]([CH2:39][CH2:40][C:41]2([C:46]3[CH:51]=[CH:50][CH:49]=[CH:48][CH:47]=3)[CH2:45][CH2:44][NH:43][CH2:42]2)[CH2:34][CH2:33]1)[CH3:19].C([C@](C(O)=O)(O)[C@](C(=O)C1C=CC(OC)=CC=1)(O)C(O)=O)(=O)C1C=CC(OC)=CC=1.C1(C2(CCO)CCNC2)C=CC=CC=1. (4) Given the product [ClH:1].[F:22][C:23]1[CH:24]=[C:25]([NH:26][C:2]2[C:3]3[N:17]([CH3:18])[N:16]=[C:15]([CH2:19][CH2:20][CH3:21])[C:4]=3[N:5]=[C:6]([C:8]3[CH:13]=[CH:12][C:11]([F:14])=[CH:10][CH:9]=3)[N:7]=2)[CH:27]=[CH:28][C:29]=1[O:30][CH3:31], predict the reactants needed to synthesize it. The reactants are: [Cl:1][C:2]1[C:3]2[N:17]([CH3:18])[N:16]=[C:15]([CH2:19][CH2:20][CH3:21])[C:4]=2[N:5]=[C:6]([C:8]2[CH:13]=[CH:12][C:11]([F:14])=[CH:10][CH:9]=2)[N:7]=1.[F:22][C:23]1[CH:24]=[C:25]([CH:27]=[CH:28][C:29]=1[O:30][CH3:31])[NH2:26]. (5) Given the product [NH2:42][C@:6]([CH3:41])([CH2:7][CH2:8][C:9]1[N:10]([CH3:40])[C:11]([C:14](=[O:26])[CH2:15][CH2:16][CH2:17][C:18]2[CH:23]=[CH:22][C:21]([CH3:24])=[C:20]([CH3:25])[CH:19]=2)=[CH:12][CH:13]=1)[CH2:5][OH:4], predict the reactants needed to synthesize it. The reactants are: C([O:4][CH2:5][C@@:6]([NH:42]C(=O)C)([CH3:41])[CH2:7][CH2:8][C:9]1[N:10]([CH3:40])[C:11]([C:14]([O:26]C(=O)CCCC2C=CC(C)=C(C)C=2)=[CH:15][CH2:16][CH2:17][C:18]2[CH:23]=[CH:22][C:21]([CH3:24])=[C:20]([CH3:25])[CH:19]=2)=[CH:12][CH:13]=1)(=O)C.O.[OH-].[Li+].C(Cl)Cl. (6) Given the product [Cl:27][C:28]1[CH:34]=[CH:33][CH:32]=[CH:31][C:29]=1[NH:30][C:14]([C:13]1[CH:17]=[CH:18][C:10]([N:6]2[C:7](=[O:9])[CH2:8][C:2](=[O:1])[NH:3][C:4]3[C:26]4[C:21]([CH:20]=[CH:19][C:5]2=3)=[CH:22][CH:23]=[CH:24][CH:25]=4)=[CH:11][CH:12]=1)=[O:15], predict the reactants needed to synthesize it. The reactants are: [O:1]=[C:2]1[CH2:8][C:7](=[O:9])[N:6]([C:10]2[CH:18]=[CH:17][C:13]([C:14](O)=[O:15])=[CH:12][CH:11]=2)[C:5]2[CH:19]=[CH:20][C:21]3[C:26]([C:4]=2[NH:3]1)=[CH:25][CH:24]=[CH:23][CH:22]=3.[Cl:27][C:28]1[CH:34]=[CH:33][CH:32]=[CH:31][C:29]=1[NH2:30].C1(NC(C2C=CC(N3C(=O)CC(=O)NC4C5C(C=CC3=4)=CC=CC=5)=CC=2)=O)C=CC=CC=1. (7) Given the product [NH2:1][C:2]1[C:3](=[O:24])[NH:4][C:5]2[C:11]([O:12][C:13]3[C:22]4[C:17](=[CH:18][CH:19]=[CH:20][CH:21]=4)[C:16]([NH:23][C:35]([NH:34][C:32]4[N:31]([C:37]5[CH:38]=[CH:39][CH:40]=[CH:41][CH:42]=5)[N:30]=[C:29]([C:25]([CH3:28])([CH3:27])[CH3:26])[CH:33]=4)=[O:36])=[CH:15][CH:14]=3)=[CH:10][CH:9]=[N:8][C:6]=2[N:7]=1, predict the reactants needed to synthesize it. The reactants are: [NH2:1][C:2]1[C:3](=[O:24])[NH:4][C:5]2[C:11]([O:12][C:13]3[C:22]4[C:17](=[CH:18][CH:19]=[CH:20][CH:21]=4)[C:16]([NH2:23])=[CH:15][CH:14]=3)=[CH:10][CH:9]=[N:8][C:6]=2[N:7]=1.[C:25]([C:29]1[CH:33]=[C:32]([N:34]=[C:35]=[O:36])[N:31]([C:37]2[CH:42]=[CH:41][CH:40]=[CH:39][CH:38]=2)[N:30]=1)([CH3:28])([CH3:27])[CH3:26].